Dataset: Reaction yield outcomes from USPTO patents with 853,638 reactions. Task: Predict the reaction yield, written as a fraction of the theoretical maximum amount of product (1.0 means a 100% yield; for example, 0.34 means a 34% yield). (1) The reactants are [Br:1][C:2]1[CH:10]=[CH:9][C:5]([C:6]([OH:8])=O)=[CH:4][CH:3]=1.[NH2:11][C@@H:12]([C:15]1[CH:20]=[CH:19][CH:18]=[CH:17][CH:16]=1)[CH2:13][OH:14].CCN(C(C)C)C(C)C.C1CN([P+](Br)(N2CCCC2)N2CCCC2)CC1.F[P-](F)(F)(F)(F)F.C1C=CC2N(O)N=NC=2C=1. The catalyst is C1COCC1. The product is [Br:1][C:2]1[CH:3]=[CH:4][C:5]([C:6]([NH:11][C@@H:12]([C:15]2[CH:20]=[CH:19][CH:18]=[CH:17][CH:16]=2)[CH2:13][OH:14])=[O:8])=[CH:9][CH:10]=1. The yield is 0.600. (2) The product is [N+:18]([C:15]1[CH:16]=[CH:17][C:10]2[S:3][C:2]([C:1]([O:5][CH3:6])=[O:4])=[CH:12][C:11]=2[CH:14]=1)([O-:20])=[O:19]. The catalyst is CN(C)C=O. The reactants are [C:1]([O:5][CH3:6])(=[O:4])[CH2:2][SH:3].[H-].[Na+].Cl[C:10]1[CH:17]=[CH:16][C:15]([N+:18]([O-:20])=[O:19])=[CH:14][C:11]=1[CH:12]=O.Cl. The yield is 0.660. (3) The reactants are Br[C:2]1[CH:7]=[CH:6][C:5]([C@@H:8]([N:10]2[CH2:15][CH2:14][C@:13]([CH2:22][CH2:23][C:24]3[O:25][C:26]([CH3:29])=[N:27][N:28]=3)([C:16]3[CH:21]=[CH:20][CH:19]=[CH:18][CH:17]=3)[O:12][C:11]2=[O:30])[CH3:9])=[CH:4][CH:3]=1.[CH3:31][C:32]1([CH3:48])[C:36]([CH3:38])([CH3:37])[O:35][B:34]([B:34]2[O:35][C:36]([CH3:38])([CH3:37])[C:32]([CH3:48])([CH3:31])[O:33]2)[O:33]1.CC([O-])=O.[K+]. The catalyst is CS(C)=O.C1C=CC(P(C2C=CC=CC=2)[C-]2C=CC=C2)=CC=1.C1C=CC(P(C2C=CC=CC=2)[C-]2C=CC=C2)=CC=1.Cl[Pd]Cl.[Fe+2]. The product is [CH3:29][C:26]1[O:25][C:24]([CH2:23][CH2:22][C@@:13]2([C:16]3[CH:21]=[CH:20][CH:19]=[CH:18][CH:17]=3)[O:12][C:11](=[O:30])[N:10]([C@H:8]([C:5]3[CH:6]=[CH:7][C:2]([B:34]4[O:35][C:36]([CH3:38])([CH3:37])[C:32]([CH3:48])([CH3:31])[O:33]4)=[CH:3][CH:4]=3)[CH3:9])[CH2:15][CH2:14]2)=[N:28][N:27]=1. The yield is 0.736. (4) The reactants are C([O:4][CH2:5][CH2:6][C:7]1[CH:59]=[CH:58][C:10]([CH2:11][C:12]2[CH:13]=[C:14]([C@H:19]3[C@H:24]([O:25][CH2:26][C:27]4[CH:32]=[CH:31][CH:30]=[CH:29][CH:28]=4)[C@@H:23]([O:33][CH2:34][C:35]4[CH:40]=[CH:39][CH:38]=[CH:37][CH:36]=4)[C@H:22]([O:41][CH2:42][C:43]4[CH:48]=[CH:47][CH:46]=[CH:45][CH:44]=4)[C@@H:21]([CH2:49][O:50][CH2:51][C:52]4[CH:57]=[CH:56][CH:55]=[CH:54][CH:53]=4)[O:20]3)[CH:15]=[CH:16][C:17]=2[Cl:18])=[CH:9][CH:8]=1)C=C.C([O-])(=O)C.[Na+]. The catalyst is C(O)(=O)C.[Pd](Cl)Cl. The product is [Cl:18][C:17]1[CH:16]=[CH:15][C:14]([C@H:19]2[C@H:24]([O:25][CH2:26][C:27]3[CH:32]=[CH:31][CH:30]=[CH:29][CH:28]=3)[C@@H:23]([O:33][CH2:34][C:35]3[CH:40]=[CH:39][CH:38]=[CH:37][CH:36]=3)[C@H:22]([O:41][CH2:42][C:43]3[CH:44]=[CH:45][CH:46]=[CH:47][CH:48]=3)[C@@H:21]([CH2:49][O:50][CH2:51][C:52]3[CH:53]=[CH:54][CH:55]=[CH:56][CH:57]=3)[O:20]2)=[CH:13][C:12]=1[CH2:11][C:10]1[CH:9]=[CH:8][C:7]([CH2:6][CH2:5][OH:4])=[CH:59][CH:58]=1. The yield is 0.420. (5) The reactants are [C:1](C=P(CCCC)(CCCC)CCCC)#N.[C:17]([C:19]1[CH:50]=[CH:49][C:22]([O:23][CH2:24][CH2:25][N:26]2[CH2:33][CH:32]3[O:34][CH:28]([CH2:29][N:30]([CH2:35][CH2:36][NH:37][S:38]([C:41]4[CH:46]=[CH:45][C:44]([F:47])=[CH:43][C:42]=4[F:48])(=[O:40])=[O:39])[CH2:31]3)[CH2:27]2)=[C:21]([F:51])[CH:20]=1)#[N:18].C1COCC1. The catalyst is CO. The product is [C:17]([C:19]1[CH:50]=[CH:49][C:22]([O:23][CH2:24][CH2:25][N:26]2[CH2:33][CH:32]3[O:34][CH:28]([CH2:29][N:30]([CH2:35][CH2:36][N:37]([CH3:1])[S:38]([C:41]4[CH:46]=[CH:45][C:44]([F:47])=[CH:43][C:42]=4[F:48])(=[O:40])=[O:39])[CH2:31]3)[CH2:27]2)=[C:21]([F:51])[CH:20]=1)#[N:18]. The yield is 0.530.